From a dataset of Forward reaction prediction with 1.9M reactions from USPTO patents (1976-2016). Predict the product of the given reaction. (1) Given the reactants Br[CH2:2][C:3](=O)[CH2:4][C:5]([O:7][CH2:8][CH3:9])=[O:6].[NH2:11][C:12]1[CH:17]=[CH:16][CH:15]=[CH:14][C:13]=1[C:18](=[S:20])[NH2:19], predict the reaction product. The product is: [NH2:11][C:12]1[CH:17]=[CH:16][CH:15]=[CH:14][C:13]=1[C:18]1[S:20][CH:2]=[C:3]([CH2:4][C:5]([O:7][CH2:8][CH3:9])=[O:6])[N:19]=1. (2) Given the reactants [Cl:1][C:2]1[C:18]([Cl:19])=[CH:17][C:5]2[N:6]=[C:7]([C:9]3[CH:14]=[CH:13][C:12]([CH:15]=[O:16])=[CH:11][CH:10]=3)[NH:8][C:4]=2[CH:3]=1.[C-:20]#[N:21].[K+].S([O-])(O)=O.[Na+].O, predict the reaction product. The product is: [C:20]([CH:15]([OH:16])[C:12]1[CH:11]=[CH:10][C:9]([C:7]2[NH:8][C:4]3[CH:3]=[C:2]([Cl:1])[C:18]([Cl:19])=[CH:17][C:5]=3[N:6]=2)=[CH:14][CH:13]=1)#[N:21].